This data is from Catalyst prediction with 721,799 reactions and 888 catalyst types from USPTO. The task is: Predict which catalyst facilitates the given reaction. (1) Reactant: C(P(CCCC)(CCCC)=[CH:6][C:7]([O:9][CH3:10])=[O:8])CCC.[CH2:19]([O:26][C@H:27]1[C@@H:32]([O:33][CH2:34][C:35]2[CH:40]=[CH:39][CH:38]=[CH:37][CH:36]=2)[C@H:31]([O:41][CH2:42][C:43]2[CH:48]=[CH:47][CH:46]=[CH:45][CH:44]=2)[C@@H:30]([CH2:49][O:50][CH2:51][C:52]2[CH:57]=[CH:56][CH:55]=[CH:54][CH:53]=2)[O:29][C:28]1=O)[C:20]1[CH:25]=[CH:24][CH:23]=[CH:22][CH:21]=1. Product: [CH2:19]([O:26][C@H:27]1[C@@H:32]([O:33][CH2:34][C:35]2[CH:40]=[CH:39][CH:38]=[CH:37][CH:36]=2)[C@H:31]([O:41][CH2:42][C:43]2[CH:44]=[CH:45][CH:46]=[CH:47][CH:48]=2)[C@@H:30]([CH2:49][O:50][CH2:51][C:52]2[CH:53]=[CH:54][CH:55]=[CH:56][CH:57]=2)[O:29]/[C:28]/1=[CH:6]/[C:7]([O:9][CH3:10])=[O:8])[C:20]1[CH:21]=[CH:22][CH:23]=[CH:24][CH:25]=1. The catalyst class is: 11. (2) Reactant: [C:1]1([C:7]2[CH:16]=[C:15]3[C:10]([CH:11]=[CH:12][C:13]([NH2:17])=[CH:14]3)=[CH:9][CH:8]=2)[CH:6]=[CH:5][CH:4]=[CH:3][CH:2]=1.Cl[C:19]1[N:28]=[CH:27][C:26]([CH:29]2[CH2:31][CH2:30]2)=[CH:25][C:20]=1[C:21]([O:23][CH3:24])=[O:22].C(=O)([O-])[O-].[Cs+].[Cs+]. Product: [CH:29]1([C:26]2[CH:27]=[N:28][C:19]([NH:17][C:13]3[CH:12]=[CH:11][C:10]4[C:15](=[CH:16][C:7]([C:1]5[CH:6]=[CH:5][CH:4]=[CH:3][CH:2]=5)=[CH:8][CH:9]=4)[CH:14]=3)=[C:20]([CH:25]=2)[C:21]([O:23][CH3:24])=[O:22])[CH2:30][CH2:31]1. The catalyst class is: 187.